From a dataset of Reaction yield outcomes from USPTO patents with 853,638 reactions. Predict the reaction yield, written as a fraction of the theoretical maximum amount of product (1.0 means a 100% yield; for example, 0.34 means a 34% yield). (1) The reactants are [Br:1][C:2]1[CH:7]=[CH:6][C:5]([C:8]2[N:9]=[C:10]([CH2:13]O)[O:11][CH:12]=2)=[CH:4][CH:3]=1.S(Cl)(Cl)=O.[CH2:19]([O:21][C:22](=[O:32])[CH2:23][NH:24][CH2:25][C:26]1[CH:31]=[CH:30][CH:29]=[CH:28][CH:27]=1)[CH3:20].C(=O)([O-])[O-].[K+].[K+].[I-].[K+]. The catalyst is C(Cl)(Cl)Cl.O.C(#N)C. The product is [CH2:19]([O:21][C:22](=[O:32])[CH2:23][N:24]([CH2:25][C:26]1[CH:31]=[CH:30][CH:29]=[CH:28][CH:27]=1)[CH2:13][C:10]1[O:11][CH:12]=[C:8]([C:5]2[CH:4]=[CH:3][C:2]([Br:1])=[CH:7][CH:6]=2)[N:9]=1)[CH3:20]. The yield is 0.650. (2) The reactants are [CH2:1]([O:3][C:4]1[CH:9]=[CH:8][C:7]([S:10](Cl)(=[O:12])=[O:11])=[CH:6][C:5]=1[C:14]1[NH:19][C:18](=[O:20])[C:17]2=[C:21]([CH3:27])[N:22]=[C:23]([CH2:24][CH2:25][CH3:26])[N:16]2[N:15]=1)[CH3:2].FC(F)(F)C(O)=O.[CH3:35][N:36]1[O:40][NH+:39]([O-:41])[CH:38]=[C:37]1[C:42]([N:44]1[CH2:49][CH2:48][NH:47][CH2:46][CH2:45]1)=[O:43].C(N(CC)CC)C. The catalyst is ClCCl. The product is [CH2:1]([O:3][C:4]1[CH:9]=[CH:8][C:7]([S:10]([N:47]2[CH2:46][CH2:45][N:44]([C:42]([C:37]3[N:36]([CH3:35])[O:40][NH+:39]([O-:41])[CH:38]=3)=[O:43])[CH2:49][CH2:48]2)(=[O:12])=[O:11])=[CH:6][C:5]=1[C:14]1[NH:19][C:18](=[O:20])[C:17]2=[C:21]([CH3:27])[N:22]=[C:23]([CH2:24][CH2:25][CH3:26])[N:16]2[N:15]=1)[CH3:2]. The yield is 0.740. (3) The reactants are CN(C)[CH:3]=[O:4].[CH2:6]([O:13][CH:14]1[CH2:19][CH2:18][CH:17](O)[CH:16]([F:21])[CH2:15]1)[C:7]1[CH:12]=[CH:11][CH:10]=[CH:9][CH:8]=1.[H-].[Na+].C(=O)(O)[O-].[Na+].O1[CH2:33][CH2:32][CH2:31][CH2:30]1. The catalyst is C(OCC)(=O)C.CCCCCC.C1C=CC=CC=1. The product is [CH2:6]([O:13][CH:14]1[CH2:19][CH2:18][CH:17]([O:4][CH2:3][C:31]([C:32]2[CH:33]=[CH:9][CH:8]=[CH:7][CH:6]=2)=[CH2:30])[CH:16]([F:21])[CH2:15]1)[C:7]1[CH:12]=[CH:11][CH:10]=[CH:9][CH:8]=1. The yield is 0.250. (4) The reactants are [Cl:1][C:2]1[CH:7]=[C:6](I)[CH:5]=[C:4]([Cl:9])[C:3]=1[O:10][CH:11]([CH3:13])[CH3:12].[CH3:14][C:15]1([CH3:31])[C:19]([CH3:21])([CH3:20])[O:18][B:17]([B:17]2[O:18][C:19]([CH3:21])([CH3:20])[C:15]([CH3:31])([CH3:14])[O:16]2)[O:16]1.C([O-])(=O)C.[K+]. The catalyst is O1CCOCC1.C(OCC)(=O)C.Cl[Pd](Cl)([P](C1C=CC=CC=1)(C1C=CC=CC=1)C1C=CC=CC=1)[P](C1C=CC=CC=1)(C1C=CC=CC=1)C1C=CC=CC=1. The product is [Cl:1][C:2]1[CH:7]=[C:6]([B:17]2[O:18][C:19]([CH3:21])([CH3:20])[C:15]([CH3:31])([CH3:14])[O:16]2)[CH:5]=[C:4]([Cl:9])[C:3]=1[O:10][CH:11]([CH3:13])[CH3:12]. The yield is 0.890.